From a dataset of Catalyst prediction with 721,799 reactions and 888 catalyst types from USPTO. Predict which catalyst facilitates the given reaction. (1) Reactant: [Cl:1][C:2]1[CH:3]=[N:4][CH:5]=[C:6]([Cl:26])[C:7]=1[CH2:8][CH:9]([C:11]1[C:16]2[O:17][C:18]3([O:23][C:15]=2[C:14]([O:24][CH3:25])=[CH:13][CH:12]=1)[CH2:22][CH2:21][CH2:20][CH2:19]3)[OH:10].CC(C)=O.OS(O)(=O)=O.O=[Cr](=O)=O. Product: [Cl:1][C:2]1[CH:3]=[N:4][CH:5]=[C:6]([Cl:26])[C:7]=1[CH2:8][C:9]([C:11]1[C:16]2[O:17][C:18]3([O:23][C:15]=2[C:14]([O:24][CH3:25])=[CH:13][CH:12]=1)[CH2:22][CH2:21][CH2:20][CH2:19]3)=[O:10]. The catalyst class is: 21. (2) Reactant: [C:1]([O:5][C:6]([N:8]1[CH2:13][CH2:12][CH2:11][C@H:10]([C:14]([OH:16])=O)[CH2:9]1)=[O:7])([CH3:4])([CH3:3])[CH3:2].CN(C(ON1N=NC2C=CC=NC1=2)=[N+](C)C)C.F[P-](F)(F)(F)(F)F.C(N(C(C)C)CC)(C)C.[CH2:50]([CH2:52][NH2:53])[OH:51]. The catalyst class is: 2. Product: [C:1]([O:5][C:6]([N:8]1[CH2:13][CH2:12][CH2:11][C@H:10]([C:14](=[O:16])[NH:53][CH2:52][CH2:50][OH:51])[CH2:9]1)=[O:7])([CH3:2])([CH3:3])[CH3:4]. (3) Reactant: [CH2:1]([N:3]([CH2:6][CH3:7])[CH2:4][CH3:5])[CH3:2].C(O[C:13]1[C:14](=[O:29])[C:15](=[O:28])[C:16]=1[CH:17]=[C:18]1[N:22]([CH3:23])[C:21]2[CH:24]=[CH:25][CH:26]=[CH:27][C:20]=2[S:19]1)CCC.[C:30](#[N:34])[CH2:31][C:32]#[N:33]. Product: [CH2:1]([NH+:3]([CH2:6][CH3:7])[CH2:4][CH3:5])[CH3:2].[C:32]([C:31]([C:30]#[N:34])=[C:13]1[C:14](=[O:29])[C:15]([O-:28])=[C:16]1[CH:17]=[C:18]1[N:22]([CH3:23])[C:21]2[CH:24]=[CH:25][CH:26]=[CH:27][C:20]=2[S:19]1)#[N:33]. The catalyst class is: 8. (4) Reactant: C[NH+]1CCOCC1.[NH2:8][C:9]1[C:14]([C:15]#[N:16])=[C:13]([C:17]2[CH:27]=[CH:26][C:20]([O:21][CH2:22][C:23]([O-:25])=[O:24])=[CH:19][CH:18]=2)[C:12]([C:28]#[N:29])=[C:11]([SH:30])[N:10]=1.Br[CH2:32][C:33]([NH2:35])=[O:34].C([O-])(O)=O.[Na+]. Product: [NH2:8][C:9]1[C:14]([C:15]#[N:16])=[C:13]([C:17]2[CH:18]=[CH:19][C:20]([O:21][CH2:22][C:23]([OH:25])=[O:24])=[CH:26][CH:27]=2)[C:12]([C:28]#[N:29])=[C:11]([S:30][CH2:32][C:33]([NH2:35])=[O:34])[N:10]=1. The catalyst class is: 3.